Predict the reaction yield, written as a fraction of the theoretical maximum amount of product (1.0 means a 100% yield; for example, 0.34 means a 34% yield). From a dataset of Reaction yield outcomes from USPTO patents with 853,638 reactions. (1) The reactants are FC(F)(F)S(OS(C(F)(F)F)(=O)=O)(=O)=O.C1C(=O)N([I:23])C(=O)C1.[Cl:24][C:25]1[CH:30]=[CH:29][C:28]([N+:31]([O-:33])=[O:32])=[C:27]([O:34][CH3:35])[CH:26]=1. The catalyst is OS(O)(=O)=O. The product is [Cl:24][C:25]1[CH:26]=[C:27]([O:34][CH3:35])[C:28]([N+:31]([O-:33])=[O:32])=[CH:29][C:30]=1[I:23]. The yield is 0.980. (2) The reactants are C(Cl)(=O)C.[N:5]1[CH:6]=[CH:7][N:8]2[CH:13]=[CH:12][N:11]=[C:10]([N:14]3[CH2:18][CH2:17][C@H:16]([NH:19]C(=O)OC(C)(C)C)[CH2:15]3)[C:9]=12. The catalyst is CO. The product is [N:5]1[CH:6]=[CH:7][N:8]2[CH:13]=[CH:12][N:11]=[C:10]([N:14]3[CH2:18][CH2:17][C@H:16]([NH2:19])[CH2:15]3)[C:9]=12. The yield is 1.00.